Dataset: Peptide-MHC class I binding affinity with 185,985 pairs from IEDB/IMGT. Task: Regression. Given a peptide amino acid sequence and an MHC pseudo amino acid sequence, predict their binding affinity value. This is MHC class I binding data. (1) The peptide sequence is FFRPWSMGK. The MHC is Mamu-B8301 with pseudo-sequence Mamu-B8301. The binding affinity (normalized) is 0.388. (2) The peptide sequence is IMPKAGLLIIV. The MHC is HLA-A02:06 with pseudo-sequence HLA-A02:06. The binding affinity (normalized) is 0.522.